The task is: Regression. Given a peptide amino acid sequence and an MHC pseudo amino acid sequence, predict their binding affinity value. This is MHC class II binding data.. This data is from Peptide-MHC class II binding affinity with 134,281 pairs from IEDB. The MHC is HLA-DQA10501-DQB10201 with pseudo-sequence HLA-DQA10501-DQB10201. The peptide sequence is YKDVDKPPFSGMTGC. The binding affinity (normalized) is 0.0188.